Dataset: Catalyst prediction with 721,799 reactions and 888 catalyst types from USPTO. Task: Predict which catalyst facilitates the given reaction. (1) Reactant: [N:1]([CH2:4][CH2:5][OH:6])=[N+:2]=[N-:3].[H-].[Na+].[CH2:9]([O:11][C:12](=[O:18])[CH2:13][C:14]([CH2:16]Cl)=[O:15])[CH3:10].O. Product: [CH2:9]([O:11][C:12](=[O:18])[CH2:13][C:14](=[O:15])[CH2:16][O:6][CH2:5][CH2:4][N:1]=[N+:2]=[N-:3])[CH3:10]. The catalyst class is: 49. (2) Reactant: C[O:2][C:3](=[O:26])[CH2:4][C:5]1[C:9]2[C:10]([CH3:25])=[CH:11][C:12]([O:15][CH2:16][C:17]3[CH:22]=[CH:21][C:20]([Cl:23])=[CH:19][C:18]=3[Cl:24])=[C:13]([CH3:14])[C:8]=2[O:7][CH:6]=1.CO.[OH-].[Na+]. Product: [Cl:24][C:18]1[CH:19]=[C:20]([Cl:23])[CH:21]=[CH:22][C:17]=1[CH2:16][O:15][C:12]1[CH:11]=[C:10]([CH3:25])[C:9]2[C:5]([CH2:4][C:3]([OH:26])=[O:2])=[CH:6][O:7][C:8]=2[C:13]=1[CH3:14]. The catalyst class is: 1. (3) Reactant: Cl[CH2:2][C:3]1[CH:8]=[CH:7][C:6]([CH2:9][NH:10][C:11](=[O:13])[CH3:12])=[C:5]([N+:14]([O-:16])=[O:15])[CH:4]=1.[CH:17]1[CH:18]=[CH:19][C:20]([N:23]2[CH2:28][CH2:27][NH:26][CH2:25][CH2:24]2)=[CH:21][CH:22]=1.C(=O)([O-])[O-].[K+].[K+].O. Product: [N+:14]([C:5]1[CH:4]=[C:3]([CH2:2][N:26]2[CH2:27][CH2:28][N:23]([C:20]3[CH:21]=[CH:22][CH:17]=[CH:18][CH:19]=3)[CH2:24][CH2:25]2)[CH:8]=[CH:7][C:6]=1[CH2:9][NH:10][C:11](=[O:13])[CH3:12])([O-:16])=[O:15]. The catalyst class is: 9.